This data is from Peptide-MHC class I binding affinity with 185,985 pairs from IEDB/IMGT. The task is: Regression. Given a peptide amino acid sequence and an MHC pseudo amino acid sequence, predict their binding affinity value. This is MHC class I binding data. The peptide sequence is QQFANVISK. The MHC is HLA-A33:01 with pseudo-sequence HLA-A33:01. The binding affinity (normalized) is 0.0527.